This data is from Peptide-MHC class I binding affinity with 185,985 pairs from IEDB/IMGT. The task is: Regression. Given a peptide amino acid sequence and an MHC pseudo amino acid sequence, predict their binding affinity value. This is MHC class I binding data. (1) The MHC is HLA-A11:01 with pseudo-sequence HLA-A11:01. The peptide sequence is AEGTGITHL. The binding affinity (normalized) is 0.0847. (2) The peptide sequence is NAHEGQLVI. The MHC is HLA-B58:01 with pseudo-sequence HLA-B58:01. The binding affinity (normalized) is 0.0847. (3) The peptide sequence is FLKVPAQNA. The MHC is HLA-A68:02 with pseudo-sequence HLA-A68:02. The binding affinity (normalized) is 0.0504.